Task: Predict the reaction yield, written as a fraction of the theoretical maximum amount of product (1.0 means a 100% yield; for example, 0.34 means a 34% yield).. Dataset: Reaction yield outcomes from USPTO patents with 853,638 reactions (1) The reactants are [CH2:1]([O:3][C:4](=[O:62])[CH2:5][N:6]([C:8](=[O:61])[C@@H:9]([NH:25][C:26](=[O:60])[C@@H:27]([NH:52]C(OC(C)(C)C)=O)[CH2:28][CH2:29][CH2:30][NH:31]/[C:32](/[NH2:51])=[N:33]\[S:34]([C:37]1[C:38]([CH3:50])=[C:39]([CH3:49])[C:40]2[O:44][C:43]([CH3:46])([CH3:45])[CH2:42][C:41]=2[C:47]=1[CH3:48])(=[O:36])=[O:35])[CH2:10][N:11]([CH3:24])[S:12]([C:15]1[CH:20]=[CH:19][CH:18]=[CH:17][C:16]=1[N+:21]([O-:23])=[O:22])(=[O:14])=[O:13])[CH3:7])[CH3:2].Cl. The catalyst is C(Cl)Cl.O1CCOCC1. The product is [CH2:1]([O:3][C:4](=[O:62])[CH2:5][N:6]([C:8](=[O:61])[C@@H:9]([NH:25][C:26](=[O:60])[C@@H:27]([NH2:52])[CH2:28][CH2:29][CH2:30][NH:31]/[C:32](/[NH2:51])=[N:33]\[S:34]([C:37]1[C:38]([CH3:50])=[C:39]([CH3:49])[C:40]2[O:44][C:43]([CH3:45])([CH3:46])[CH2:42][C:41]=2[C:47]=1[CH3:48])(=[O:35])=[O:36])[CH2:10][N:11]([CH3:24])[S:12]([C:15]1[CH:20]=[CH:19][CH:18]=[CH:17][C:16]=1[N+:21]([O-:23])=[O:22])(=[O:14])=[O:13])[CH3:7])[CH3:2]. The yield is 1.00. (2) The reactants are COC1C=C(OC)C=CC=1C[N:6]([CH2:17][CH2:18][C:19]1[S:20][CH:21]=[CH:22][CH:23]=1)[C:7]([NH:9][C:10]([C:12]1[O:13][CH:14]=[CH:15][CH:16]=1)=O)=[S:8].CC(O)=O.CN(C=O)C.Br[CH2:40][C:41]([C:43]1[CH:48]=[CH:47][CH:46]=[CH:45][CH:44]=1)=[O:42]. The catalyst is CCOC(C)=O. The product is [O:13]1[CH:14]=[CH:15][CH:16]=[C:12]1[C:10]1[N:9]=[C:7]([NH:6][CH2:17][CH2:18][C:19]2[S:20][CH:21]=[CH:22][CH:23]=2)[S:8][C:40]=1[C:41]([C:43]1[CH:48]=[CH:47][CH:46]=[CH:45][CH:44]=1)=[O:42]. The yield is 0.380. (3) The reactants are C[O:2][C:3](=[O:41])[C:4]1[CH:9]=[C:8]([Br:10])[CH:7]=[CH:6][C:5]=1[C:11]1[CH:23]=[CH:22][C:21]2[C:20]3[C:15](=[CH:16][C:17]([Br:24])=[CH:18][CH:19]=3)[C:14]([CH2:33][CH2:34][CH2:35][CH2:36][CH2:37][CH2:38][CH2:39][CH3:40])([CH2:25][CH2:26][CH2:27][CH2:28][CH2:29][CH2:30][CH2:31][CH3:32])[C:13]=2[CH:12]=1.[OH-].[K+].C(O)C. The catalyst is C(O)C. The product is [Br:10][C:8]1[CH:7]=[CH:6][C:5]([C:11]2[CH:23]=[CH:22][C:21]3[C:20]4[C:15](=[CH:16][C:17]([Br:24])=[CH:18][CH:19]=4)[C:14]([CH2:33][CH2:34][CH2:35][CH2:36][CH2:37][CH2:38][CH2:39][CH3:40])([CH2:25][CH2:26][CH2:27][CH2:28][CH2:29][CH2:30][CH2:31][CH3:32])[C:13]=3[CH:12]=2)=[C:4]([CH:9]=1)[C:3]([OH:41])=[O:2]. The yield is 0.980. (4) The reactants are C[O:2][C:3]([C:5]1[C:13]([NH:14][C:15]2[CH:20]=[CH:19][C:18]([Br:21])=[CH:17][C:16]=2[CH3:22])=[C:12]([F:23])[C:8]2[NH:9][CH:10]=[N:11][C:7]=2[CH:6]=1)=[O:4].[OH-].[Na+].Cl. The catalyst is CO.C(OCC)(=O)C.O. The product is [F:23][C:12]1[C:8]2[NH:9][CH:10]=[N:11][C:7]=2[CH:6]=[C:5]([C:3]([OH:4])=[O:2])[C:13]=1[NH:14][C:15]1[CH:20]=[CH:19][C:18]([Br:21])=[CH:17][C:16]=1[CH3:22]. The yield is 0.950. (5) The reactants are C(OC([NH:8][CH2:9][CH2:10][CH2:11][N:12]1[CH2:17][CH2:16][CH:15]([C:18]2[CH:23]=[CH:22][CH:21]=[CH:20][N:19]=2)[CH2:14][CH2:13]1)=O)(C)(C)C. The catalyst is ClCCl.FC(F)(F)C(O)=O. The product is [N:19]1[CH:20]=[CH:21][CH:22]=[CH:23][C:18]=1[CH:15]1[CH2:14][CH2:13][N:12]([CH2:11][CH2:10][CH2:9][NH2:8])[CH2:17][CH2:16]1. The yield is 1.00. (6) The reactants are [NH2:1][C:2]1[N:6]([C:7]2[CH:12]=[CH:11][CH:10]=[CH:9][CH:8]=2)[N:5]=[C:4]([C:13]2[O:17][C:16](=[O:18])[N:15]([CH:19]([CH3:21])[CH3:20])[N:14]=2)[C:3]=1[CH3:22].[OH-].[Na+].[C:25]1([O:31][C:32](Cl)=[O:33])[CH:30]=[CH:29][CH:28]=[CH:27][CH:26]=1. The catalyst is CCOC(C)=O. The product is [CH:19]([N:15]1[C:16](=[O:18])[O:17][C:13]([C:4]2[C:3]([CH3:22])=[C:2]([NH:1][C:32](=[O:33])[O:31][C:25]3[CH:30]=[CH:29][CH:28]=[CH:27][CH:26]=3)[N:6]([C:7]3[CH:8]=[CH:9][CH:10]=[CH:11][CH:12]=3)[N:5]=2)=[N:14]1)([CH3:20])[CH3:21]. The yield is 0.670. (7) The reactants are [C:1](#[N:4])[CH2:2][CH3:3].[Li+].CC([N-]C(C)C)C.[C:13]([O:20][CH2:21][CH3:22])(=[O:19])[C:14](OCC)=O.[NH2:23][NH2:24]. The catalyst is C1COCC1.C(O)(=O)C.C1C=CC=CC=1. The product is [NH2:4][C:1]1[C:2]([CH3:3])=[C:14]([C:13]([O:20][CH2:21][CH3:22])=[O:19])[NH:24][N:23]=1. The yield is 0.625.